This data is from Reaction yield outcomes from USPTO patents with 853,638 reactions. The task is: Predict the reaction yield, written as a fraction of the theoretical maximum amount of product (1.0 means a 100% yield; for example, 0.34 means a 34% yield). (1) The reactants are [F:1][C:2]1[CH:3]=[C:4]([NH:9][CH2:10][CH2:11][C@H:12]2[O:16]C(C)(C)[O:14][C:13]2=O)[CH:5]=[C:6]([F:8])[CH:7]=1.O.C1(C)C=CC(S(O)(=O)=O)=CC=1.C(OCC)C. The catalyst is CO. The product is [F:1][C:2]1[CH:3]=[C:4]([N:9]2[CH2:10][CH2:11][C@@H:12]([OH:16])[C:13]2=[O:14])[CH:5]=[C:6]([F:8])[CH:7]=1. The yield is 0.650. (2) The reactants are [NH2:1][C:2]1[CH:11]=[CH:10][C:9](Br)=[CH:8][C:3]=1[C:4]([NH:6][CH3:7])=[O:5].[CH3:13][N:14](C=O)C. The catalyst is [C-]#N.[Zn+2].[C-]#N.C1C=CC([P]([Pd]([P](C2C=CC=CC=2)(C2C=CC=CC=2)C2C=CC=CC=2)([P](C2C=CC=CC=2)(C2C=CC=CC=2)C2C=CC=CC=2)[P](C2C=CC=CC=2)(C2C=CC=CC=2)C2C=CC=CC=2)(C2C=CC=CC=2)C2C=CC=CC=2)=CC=1. The product is [NH2:1][C:2]1[CH:11]=[CH:10][C:9]([C:13]#[N:14])=[CH:8][C:3]=1[C:4]([NH:6][CH3:7])=[O:5]. The yield is 0.480. (3) The reactants are [K].[NH:2]1[CH2:6][CH2:5][CH2:4][C:3]1=[O:7].[Br:8][C:9]([CH2:11]Br)=[CH2:10]. The catalyst is C1(C)C=CC=CC=1.O. The product is [Br:8][C:9](=[CH2:10])[CH2:11][N:2]1[CH2:6][CH2:5][CH2:4][C:3]1=[O:7]. The yield is 0.640.